Dataset: Peptide-MHC class I binding affinity with 185,985 pairs from IEDB/IMGT. Task: Regression. Given a peptide amino acid sequence and an MHC pseudo amino acid sequence, predict their binding affinity value. This is MHC class I binding data. (1) The peptide sequence is KLYKMRIPR. The MHC is HLA-B40:01 with pseudo-sequence HLA-B40:01. The binding affinity (normalized) is 0.0847. (2) The peptide sequence is LFVCFLIFHF. The MHC is HLA-A23:01 with pseudo-sequence HLA-A23:01. The binding affinity (normalized) is 0.385. (3) The peptide sequence is NALEKALRW. The MHC is HLA-B18:01 with pseudo-sequence HLA-B18:01. The binding affinity (normalized) is 0.0847. (4) The peptide sequence is KSKQDRSDGY. The MHC is HLA-A31:01 with pseudo-sequence HLA-A31:01. The binding affinity (normalized) is 0. (5) The peptide sequence is GMIPFFDFA. The MHC is HLA-B46:01 with pseudo-sequence HLA-B46:01. The binding affinity (normalized) is 0.0847. (6) The peptide sequence is EYKKSLYKF. The MHC is HLA-A02:06 with pseudo-sequence HLA-A02:06. The binding affinity (normalized) is 0.0847. (7) The peptide sequence is FRISGRGGK. The MHC is HLA-B44:02 with pseudo-sequence HLA-B44:02. The binding affinity (normalized) is 0.0847.